This data is from Forward reaction prediction with 1.9M reactions from USPTO patents (1976-2016). The task is: Predict the product of the given reaction. (1) The product is: [I:1][C:2]1[CH:7]=[CH:6][C:5]2[N:8]([CH2:9][C:10]3[CH:15]=[CH:14][C:13]([O:16][CH2:17][C:18]4[CH:19]=[N:20][C:21]([O:24][CH3:25])=[CH:22][CH:23]=4)=[C:12]([O:26][CH3:27])[CH:11]=3)[C:30]([NH2:29])=[N:28][C:4]=2[CH:3]=1. Given the reactants [I:1][C:2]1[CH:3]=[C:4]([NH2:28])[C:5]([NH:8][CH2:9][C:10]2[CH:15]=[CH:14][C:13]([O:16][CH2:17][C:18]3[CH:19]=[N:20][C:21]([O:24][CH3:25])=[CH:22][CH:23]=3)=[C:12]([O:26][CH3:27])[CH:11]=2)=[CH:6][CH:7]=1.[N:29]#[C:30]Br.[OH-].[Na+], predict the reaction product. (2) Given the reactants [Br:1][C:2]1[CH:8]=[C:7]([Cl:9])[CH:6]=[C:5]([F:10])[C:3]=1[NH2:4].CO[CH:13]1[CH2:17][CH2:16][CH:15](OC)O1, predict the reaction product. The product is: [Br:1][C:2]1[CH:8]=[C:7]([Cl:9])[CH:6]=[C:5]([F:10])[C:3]=1[N:4]1[CH:13]=[CH:17][CH:16]=[CH:15]1. (3) Given the reactants [CH3:1][S:2][CH2:3][C:4]1[CH:9]=[CH:8][CH:7]=[C:6]([N+:10]([O-:12])=[O:11])[CH:5]=1.I(O)(=O)(=O)=[O:14].O.O.O.O.O.S([O-])([O-])(=O)=S.[Na+].[Na+].[Cl-].[Na+], predict the reaction product. The product is: [CH3:1][S:2]([CH2:3][C:4]1[CH:9]=[CH:8][CH:7]=[C:6]([N+:10]([O-:12])=[O:11])[CH:5]=1)=[O:14]. (4) Given the reactants [C:1]([O:5][C:6]([NH:8][C@H:9]([CH2:14][C:15]1[CH:20]=[C:19]([F:21])[CH:18]=[CH:17][C:16]=1[F:22])[CH2:10][C:11]([OH:13])=O)=[O:7])([CH3:4])([CH3:3])[CH3:2].CN(C(ON1N=NC2C=CC=CC1=2)=[N+](C)C)C.F[P-](F)(F)(F)(F)F.Cl.[NH2:48][CH:49]1[CH2:58][C:57]2[C:52](=[CH:53][CH:54]=[CH:55][C:56]=2[O:59][CH3:60])[NH:51][C:50]1=[O:61].CCN(C(C)C)C(C)C, predict the reaction product. The product is: [F:22][C:16]1[CH:17]=[CH:18][C:19]([F:21])=[CH:20][C:15]=1[CH2:14][C@@H:9]([NH:8][C:6](=[O:7])[O:5][C:1]([CH3:2])([CH3:3])[CH3:4])[CH2:10][C:11]([NH:48][CH:49]1[CH2:58][C:57]2[C:52](=[CH:53][CH:54]=[CH:55][C:56]=2[O:59][CH3:60])[NH:51][C:50]1=[O:61])=[O:13].